Dataset: Reaction yield outcomes from USPTO patents with 853,638 reactions. Task: Predict the reaction yield, written as a fraction of the theoretical maximum amount of product (1.0 means a 100% yield; for example, 0.34 means a 34% yield). (1) The reactants are [OH:1][CH:2]([C:8]1[CH:17]=[CH:16][CH:15]=[C:14]2[C:9]=1[CH:10]=[CH:11][N:12]=[CH:13]2)[C:3]([O:5][CH2:6][CH3:7])=[O:4].[C:18](Cl)(=[O:20])[CH3:19]. The catalyst is N1C=CC=CC=1. The product is [C:18]([O:1][CH:2]([C:8]1[CH:17]=[CH:16][CH:15]=[C:14]2[C:9]=1[CH:10]=[CH:11][N:12]=[CH:13]2)[C:3]([O:5][CH2:6][CH3:7])=[O:4])(=[O:20])[CH3:19]. The yield is 0.670. (2) The reactants are [F:1][C:2]1[CH:3]=[N:4][CH:5]=[C:6]([F:25])[C:7]=1[C:8]1[C:9]([C:18]2[CH:23]=[CH:22][CH:21]=[CH:20][C:19]=2[F:24])=[N:10][C:11]([NH2:17])=[C:12]([N+:14]([O-])=O)[CH:13]=1.Cl.O.O.[Sn](Cl)Cl.[OH-].[Na+]. The catalyst is CCO. The product is [F:25][C:6]1[CH:5]=[N:4][CH:3]=[C:2]([F:1])[C:7]=1[C:8]1[C:9]([C:18]2[CH:23]=[CH:22][CH:21]=[CH:20][C:19]=2[F:24])=[N:10][C:11]([NH2:17])=[C:12]([NH2:14])[CH:13]=1. The yield is 0.900. (3) The reactants are [Cl:1][C:2]1[C:3]([CH3:29])=[C:4]([NH:10][C@H:11]([C@@H:26]([OH:28])[CH3:27])[C:12]([NH:14][NH:15][C:16](=[O:25])[C:17]2[CH:22]=[CH:21][C:20]([C:23]#[N:24])=[CH:19][CH:18]=2)=[O:13])[CH:5]=[CH:6][C:7]=1[C:8]#[N:9].[CH3:30][C:31]([Si:34](Cl)([CH3:36])[CH3:35])([CH3:33])[CH3:32].N1C=CN=C1. No catalyst specified. The product is [Si:34]([O:28][C@@H:26]([CH3:27])[C@@H:11]([NH:10][C:4]1[CH:5]=[CH:6][C:7]([C:8]#[N:9])=[C:2]([Cl:1])[C:3]=1[CH3:29])[C:12]([NH:14][NH:15][C:16](=[O:25])[C:17]1[CH:22]=[CH:21][C:20]([C:23]#[N:24])=[CH:19][CH:18]=1)=[O:13])([C:31]([CH3:33])([CH3:32])[CH3:30])([CH3:36])[CH3:35]. The yield is 0.840. (4) The reactants are [Br:1][C:2]1[C:3]([F:12])=[C:4]2[C:10]([NH2:11])=[CH:9][NH:8][C:5]2=[N:6][CH:7]=1.[O:13]1[CH2:17][CH2:16][CH2:15][C@H:14]1[C:18](O)=[O:19].C(N(CC)CC)C.C1N(P(Cl)(N2C(=O)OCC2)=O)C(=O)OC1.[Li+].[OH-]. The catalyst is C(Cl)Cl.O. The product is [Br:1][C:2]1[C:3]([F:12])=[C:4]2[C:10]([NH:11][C:18]([C@@H:14]3[CH2:15][CH2:16][CH2:17][O:13]3)=[O:19])=[CH:9][NH:8][C:5]2=[N:6][CH:7]=1. The yield is 0.708.